Dataset: Forward reaction prediction with 1.9M reactions from USPTO patents (1976-2016). Task: Predict the product of the given reaction. (1) Given the reactants O[C@@H:2]([C:17]1[CH:22]=[CH:21][CH:20]=[CH:19][CH:18]=1)[C@@H:3]([C:7]1[CH:16]=[CH:15][C:14]2[C:9](=[CH:10][CH:11]=[CH:12][CH:13]=2)[CH:8]=1)[CH2:4][NH:5][CH3:6].Cl.C(N(S(F)(F)[F:30])CC)C.O, predict the reaction product. The product is: [F:30][C@H:2]([C:17]1[CH:22]=[CH:21][CH:20]=[CH:19][CH:18]=1)[C@@H:3]([C:7]1[CH:16]=[CH:15][C:14]2[C:9](=[CH:10][CH:11]=[CH:12][CH:13]=2)[CH:8]=1)[CH2:4][NH:5][CH3:6]. (2) Given the reactants [C:1]([O:5][C:6](=[O:19])[NH:7][CH2:8][CH2:9][C:10]1[CH:15]=[CH:14][CH:13]=[C:12]([N:16]=[C:17]=[O:18])[CH:11]=1)([CH3:4])([CH3:3])[CH3:2].[CH2:20]([NH2:28])[CH2:21][C:22]1[CH:27]=[CH:26][CH:25]=[CH:24][CH:23]=1.FC1C=CC(CNC(NC2C=C(CCNC(=O)OC(C)(C)C)C=CC=2)=O)=CC=1, predict the reaction product. The product is: [C:22]1([CH2:21][CH2:20][NH:28][C:17]([NH:16][C:12]2[CH:11]=[C:10]([CH2:9][CH2:8][NH:7][C:6](=[O:19])[O:5][C:1]([CH3:4])([CH3:2])[CH3:3])[CH:15]=[CH:14][CH:13]=2)=[O:18])[CH:27]=[CH:26][CH:25]=[CH:24][CH:23]=1.